From a dataset of Blood-brain barrier permeability classification from the B3DB database. Regression/Classification. Given a drug SMILES string, predict its absorption, distribution, metabolism, or excretion properties. Task type varies by dataset: regression for continuous measurements (e.g., permeability, clearance, half-life) or binary classification for categorical outcomes (e.g., BBB penetration, CYP inhibition). Dataset: b3db_classification. (1) The drug is C[C@H](CN(C)C)CN1c2ccccc2Sc2ccc(C(F)(F)F)cc21. The result is 1 (penetrates BBB). (2) The result is 0 (does not penetrate BBB). The compound is c1cc(CN2CCCNCCNCCCNCC2)ccc1CN1CCCNCCNCCCNCC1. (3) The compound is CC1(C)SC2C(NC(=O)C(c3ccccc3)S(=O)(=O)O)C(=O)N2C1C(=O)O. The result is 0 (does not penetrate BBB). (4) The drug is NCC(=O)O. The result is 1 (penetrates BBB).